From a dataset of Forward reaction prediction with 1.9M reactions from USPTO patents (1976-2016). Predict the product of the given reaction. (1) Given the reactants [CH:1]1[CH:6]=[C:5]2[C:7]([SH:10])=[CH:8][NH:9][C:4]2=[CH:3][CH:2]=1.[H-].[Na+].[CH2:13](Br)[C:14]1[CH:19]=[CH:18][CH:17]=[CH:16][CH:15]=1.O, predict the reaction product. The product is: [CH2:13]([S:10][C:7]1[C:5]2[C:4](=[CH:3][CH:2]=[CH:1][CH:6]=2)[NH:9][CH:8]=1)[C:14]1[CH:19]=[CH:18][CH:17]=[CH:16][CH:15]=1. (2) Given the reactants [O:1]1[CH2:6][CH2:5][C:4](=O)[CH2:3][CH2:2]1.[C:8]([O:12][C:13](=[O:16])[NH:14][NH2:15])([CH3:11])([CH3:10])[CH3:9], predict the reaction product. The product is: [C:8]([O:12][C:13]([NH:14][N:15]=[C:4]1[CH2:5][CH2:6][O:1][CH2:2][CH2:3]1)=[O:16])([CH3:11])([CH3:10])[CH3:9].